This data is from Forward reaction prediction with 1.9M reactions from USPTO patents (1976-2016). The task is: Predict the product of the given reaction. (1) Given the reactants [F:1][C:2]([F:26])([F:25])[C:3]1[CH:4]=[C:5]([NH:13][C:14]2[C:23]3[C:18](=[CH:19][CH:20]=[CH:21][CH:22]=3)[C:17](Cl)=[N:16][N:15]=2)[CH:6]=[C:7]([C:9]([F:12])([F:11])[F:10])[CH:8]=1.CC1(C)C(C)(C)OB([C:35]2[CH:36]=[CH:37][C:38]3[N:42]=[N:41][N:40]([C:43]([C:56]4[CH:61]=[CH:60][CH:59]=[CH:58][CH:57]=4)([C:50]4[CH:55]=[CH:54][CH:53]=[CH:52][CH:51]=4)[C:44]4[CH:49]=[CH:48][CH:47]=[CH:46][CH:45]=4)[C:39]=3[CH:62]=2)O1.[O-]P([O-])([O-])=O.[K+].[K+].[K+].[OH-].[Na+], predict the reaction product. The product is: [F:1][C:2]([F:26])([F:25])[C:3]1[CH:4]=[C:5]([NH:13][C:14]2[C:23]3[C:18](=[CH:19][CH:20]=[CH:21][CH:22]=3)[C:17]([C:35]3[CH:36]=[CH:37][C:38]4[N:42]=[N:41][N:40]([C:43]([C:50]5[CH:51]=[CH:52][CH:53]=[CH:54][CH:55]=5)([C:56]5[CH:57]=[CH:58][CH:59]=[CH:60][CH:61]=5)[C:44]5[CH:49]=[CH:48][CH:47]=[CH:46][CH:45]=5)[C:39]=4[CH:62]=3)=[N:16][N:15]=2)[CH:6]=[C:7]([C:9]([F:12])([F:11])[F:10])[CH:8]=1. (2) The product is: [F:17][C:2]([F:1])([F:16])[C:3]1[CH:4]=[CH:5][C:6]([N:9]2[CH2:14][CH2:13][CH:12]([O:15][C:21]3[N:26]=[CH:25][C:24]([S:27]([NH:30][CH:31]4[CH2:36][CH2:35][N:34]([C:37]([O:39][C:40]([CH3:43])([CH3:42])[CH3:41])=[O:38])[CH2:33][CH2:32]4)(=[O:28])=[O:29])=[CH:23][CH:22]=3)[CH2:11][CH2:10]2)=[CH:7][CH:8]=1. Given the reactants [F:1][C:2]([F:17])([F:16])[C:3]1[CH:8]=[CH:7][C:6]([N:9]2[CH2:14][CH2:13][CH:12]([OH:15])[CH2:11][CH2:10]2)=[CH:5][CH:4]=1.[H-].[Na+].Cl[C:21]1[N:26]=[CH:25][C:24]([S:27]([NH:30][CH:31]2[CH2:36][CH2:35][N:34]([C:37]([O:39][C:40]([CH3:43])([CH3:42])[CH3:41])=[O:38])[CH2:33][CH2:32]2)(=[O:29])=[O:28])=[CH:23][CH:22]=1, predict the reaction product. (3) Given the reactants [F:1][C:2]1[CH:3]=[C:4]([CH2:8][CH2:9][NH:10][C:11]([CH:13]2[CH2:18][CH2:17][CH2:16][CH2:15][C:14]2=O)=[O:12])[CH:5]=[CH:6][CH:7]=1.[NH3:20].[Al+3].[Cl-].[Cl-].[Cl-], predict the reaction product. The product is: [NH2:20][C:14]1[CH2:15][CH2:16][CH2:17][CH2:18][C:13]=1[C:11]([NH:10][CH2:9][CH2:8][C:4]1[CH:5]=[CH:6][CH:7]=[C:2]([F:1])[CH:3]=1)=[O:12].